This data is from Full USPTO retrosynthesis dataset with 1.9M reactions from patents (1976-2016). The task is: Predict the reactants needed to synthesize the given product. (1) Given the product [ClH:1].[Cl:1][C:2]1[CH:3]=[C:4]([C:10]2[CH:11]=[C:12]3[C:17](=[CH:18][CH:19]=2)[N:16]=[CH:15][C:14]([C:20](=[O:22])[CH3:21])=[C:13]3[NH:23][C@H:24]2[CH2:29][CH2:28][C@H:27]([CH2:30][N:31]([CH3:32])[CH3:33])[CH2:26][CH2:25]2)[CH:5]=[C:6]([Cl:9])[C:7]=1[OH:8], predict the reactants needed to synthesize it. The reactants are: [Cl:1][C:2]1[CH:3]=[C:4]([C:10]2[CH:11]=[C:12]3[C:17](=[CH:18][CH:19]=2)[N:16]=[CH:15][C:14]([C:20](=[O:22])[CH3:21])=[C:13]3[NH:23][C@H:24]2[CH2:29][CH2:28][C@H:27]([CH2:30][N:31]([CH3:33])[CH3:32])[CH2:26][CH2:25]2)[CH:5]=[C:6]([Cl:9])[C:7]=1[OH:8].Cl.O. (2) Given the product [OH:25][CH2:23][C:13]1[N:12]([CH:9]2[CH2:8][CH2:7][NH:6][CH2:11][CH2:10]2)[C:16]2[C:17]([CH3:21])=[CH:18][CH:19]=[CH:20][C:15]=2[N:14]=1, predict the reactants needed to synthesize it. The reactants are: C(OC([N:6]1[CH2:11][CH2:10][CH:9]([N:12]2[C:16]3[C:17]([CH3:21])=[CH:18][CH:19]=[CH:20][C:15]=3[NH:14][C:13]2=O)[CH2:8][CH2:7]1)=O)C.[CH2:23]([O:25]C(N1CCC(C(C(OCC)=O)N)(C2C=CC=CC=2C)CC1)=O)C.C(O)(=O)CO.N.